From a dataset of Catalyst prediction with 721,799 reactions and 888 catalyst types from USPTO. Predict which catalyst facilitates the given reaction. (1) Reactant: [CH3:1][O:2][C:3](=[O:28])[C:4]1[CH:9]=[C:8]([C:10](=[O:26])[C:11]2[CH:16]=[CH:15][C:14]([N:17]([C:19]3[CH:24]=[CH:23][C:22]([Cl:25])=[CH:21][CH:20]=3)[CH3:18])=[CH:13][CH:12]=2)[CH:7]=[C:6](Br)[CH:5]=1.[NH2:29][C:30]1[CH:35]=[CH:34][CH:33]=[CH:32][CH:31]=1.[C:36]([O-])([O-])=[O:37].[Na+].[Na+]. Product: [CH3:1][O:2][C:3](=[O:28])[C:4]1[CH:5]=[C:6]([C:36](=[O:37])[NH:29][C:30]2[CH:35]=[CH:34][CH:33]=[CH:32][CH:31]=2)[CH:7]=[C:8]([C:10](=[O:26])[C:11]2[CH:16]=[CH:15][C:14]([N:17]([C:19]3[CH:24]=[CH:23][C:22]([Cl:25])=[CH:21][CH:20]=3)[CH3:18])=[CH:13][CH:12]=2)[CH:9]=1. The catalyst class is: 718. (2) Reactant: O.O.[Sn](Cl)(Cl)(Cl)Cl.[OH-].[Na+].[N:10]([CH2:13][CH2:14][CH2:15][N:16]1[C:20]([CH3:21])=[CH:19][C:18]2[CH:22]=[C:23]([C:25]([C:27]3[CH:32]=[CH:31][C:30]([O:33][CH3:34])=[CH:29][CH:28]=3)=[O:26])[S:24][C:17]1=2)=[N+]=[N-]. Product: [NH2:10][CH2:13][CH2:14][CH2:15][N:16]1[C:20]([CH3:21])=[CH:19][C:18]2[CH:22]=[C:23]([C:25]([C:27]3[CH:28]=[CH:29][C:30]([O:33][CH3:34])=[CH:31][CH:32]=3)=[O:26])[S:24][C:17]1=2. The catalyst class is: 14. (3) Reactant: [Cl:1][C:2]1[CH:7]=[CH:6][C:5]([C:8]2[N:12]=[C:11]([CH:13](O)[CH3:14])[S:10][N:9]=2)=[CH:4][CH:3]=1.P(Br)(Br)[Br:17]. Product: [Br:17][CH:13]([C:11]1[S:10][N:9]=[C:8]([C:5]2[CH:6]=[CH:7][C:2]([Cl:1])=[CH:3][CH:4]=2)[N:12]=1)[CH3:14]. The catalyst class is: 11. (4) Reactant: [NH:1]1[C:9]2[C:4](=[CH:5][CH:6]=[CH:7][CH:8]=2)[C:3]([CH:10]=O)=[N:2]1.[N:12]1([C:18]2[CH:19]=[CH:20][C:21]3[N:22]([C:24]([C:27]([F:30])([F:29])[F:28])=[N:25][N:26]=3)[N:23]=2)[CH2:17][CH2:16][NH:15][CH2:14][CH2:13]1.C(O)(=O)C. Product: [NH:1]1[C:9]2[C:4](=[CH:5][CH:6]=[CH:7][CH:8]=2)[C:3]([CH2:10][N:15]2[CH2:14][CH2:13][N:12]([C:18]3[CH:19]=[CH:20][C:21]4[N:22]([C:24]([C:27]([F:28])([F:29])[F:30])=[N:25][N:26]=4)[N:23]=3)[CH2:17][CH2:16]2)=[N:2]1. The catalyst class is: 2. (5) The catalyst class is: 3. Product: [Cl:1][C:2]1[CH:9]=[C:8]([O:10][CH3:14])[C:7]([Cl:11])=[CH:6][C:3]=1[C:4]#[N:5]. Reactant: [Cl:1][C:2]1[CH:9]=[C:8]([OH:10])[C:7]([Cl:11])=[CH:6][C:3]=1[C:4]#[N:5].[H-].[Na+].[CH3:14]I. (6) Reactant: [CH3:1][O:2][C:3]1[CH:23]=[C:22]([O:24][CH3:25])[CH:21]=[CH:20][C:4]=1[CH2:5][N:6]1[C:12](=[O:13])[C:11]2[CH:14]=[C:15]([CH3:18])[CH:16]=[CH:17][C:10]=2[NH:9][C:8](=O)[CH2:7]1.CN(C)C1C=CC(C)=CC=1.P(Cl)(Cl)([Cl:38])=O. Product: [Cl:38][C:8]1[CH2:7][N:6]([CH2:5][C:4]2[CH:20]=[CH:21][C:22]([O:24][CH3:25])=[CH:23][C:3]=2[O:2][CH3:1])[C:12](=[O:13])[C:11]2[CH:14]=[C:15]([CH3:18])[CH:16]=[CH:17][C:10]=2[N:9]=1. The catalyst class is: 11. (7) Product: [CH:20]([N:18]1[C:17](=[O:23])[CH:16]=[CH:15][C:14]([C:5]2[C:6]([C:8]3[CH:9]=[CH:10][CH:11]=[CH:12][CH:13]=3)=[N:7][C:2]([NH:1][C:24](=[O:26])[CH3:25])=[N:3][CH:4]=2)=[N:19]1)([CH3:21])[CH3:22]. The catalyst class is: 17. Reactant: [NH2:1][C:2]1[N:7]=[C:6]([C:8]2[CH:13]=[CH:12][CH:11]=[CH:10][CH:9]=2)[C:5]([C:14]2[CH:15]=[CH:16][C:17](=[O:23])[N:18]([CH:20]([CH3:22])[CH3:21])[N:19]=2)=[CH:4][N:3]=1.[C:24](Cl)(=[O:26])[CH3:25]. (8) Reactant: [Si]([O:8][C:9]1[S:17][C:16]2[CH2:15][CH2:14][N:13]([CH:18]([C:24]3[CH:29]=[CH:28][CH:27]=[CH:26][C:25]=3[F:30])[C:19]([CH:21]3[CH2:23][CH2:22]3)=[O:20])[CH2:12][C:11]=2[CH:10]=1)(C(C)(C)C)(C)C.C(N(CC)CC)C.[C:38](OC(=O)C)(=[O:40])[CH3:39].O. Product: [C:38]([O:8][C:9]1[S:17][C:16]2[CH2:15][CH2:14][N:13]([CH:18]([C:24]3[CH:29]=[CH:28][CH:27]=[CH:26][C:25]=3[F:30])[C:19]([CH:21]3[CH2:22][CH2:23]3)=[O:20])[CH2:12][C:11]=2[CH:10]=1)(=[O:40])[CH3:39]. The catalyst class is: 594. (9) Reactant: [CH2:1]([N:8]1[CH:13]([CH2:14][O:15][Si](C(C)(C)C)(C)C)[CH2:12][O:11][C:10]([CH2:24][CH2:25][O:26][Si:27]([C:40]([CH3:43])([CH3:42])[CH3:41])([C:34]2[CH:39]=[CH:38][CH:37]=[CH:36][CH:35]=2)[C:28]2[CH:33]=[CH:32][CH:31]=[CH:30][CH:29]=2)([CH3:23])[C:9]1=[O:44])[C:2]1[CH:7]=[CH:6][CH:5]=[CH:4][CH:3]=1.O1CCCC1.O. Product: [CH2:1]([N:8]1[CH:13]([CH2:14][OH:15])[CH2:12][O:11][C:10]([CH2:24][CH2:25][O:26][Si:27]([C:40]([CH3:43])([CH3:42])[CH3:41])([C:34]2[CH:35]=[CH:36][CH:37]=[CH:38][CH:39]=2)[C:28]2[CH:33]=[CH:32][CH:31]=[CH:30][CH:29]=2)([CH3:23])[C:9]1=[O:44])[C:2]1[CH:7]=[CH:6][CH:5]=[CH:4][CH:3]=1. The catalyst class is: 342. (10) Reactant: [F:1][C:2]1[CH:7]=[CH:6][C:5]([C:8]([N:10]2[CH2:19][CH2:18][C:17]3[N:16]=[CH:15][C:14]([CH:20]=C)=[CH:13][C:12]=3[CH2:11]2)=[O:9])=[CH:4][CH:3]=1.[BH4-].[Na+].C(Cl)Cl.C[OH:28]. Product: [F:1][C:2]1[CH:7]=[CH:6][C:5]([C:8]([N:10]2[CH2:19][CH2:18][C:17]3[N:16]=[CH:15][C:14]([CH2:20][OH:28])=[CH:13][C:12]=3[CH2:11]2)=[O:9])=[CH:4][CH:3]=1. The catalyst class is: 5.